Dataset: Experimentally validated miRNA-target interactions with 360,000+ pairs, plus equal number of negative samples. Task: Binary Classification. Given a miRNA mature sequence and a target amino acid sequence, predict their likelihood of interaction. (1) The miRNA is hsa-miR-4742-3p with sequence UCUGUAUUCUCCUUUGCCUGCAG. The protein sequence of the target gene is MEGVSALLASCPTAGLAGGLGVTACAAAGVVLYRIARRVKPTHTMVNCWFCNHDTLVPYGNRNCWDCPHCEQYNGFQENGDYNKPIPAQYMEHLNHVVSSVPSPRDPAQPQQWVSSQVLLCRRCSHHQTTKIKQLAAFTPREEGRYDEEIEVYRHHLEQMYKLCRPCQAAVEYYIKHQNRQLRALLLSHQFRRREADQAHGQSFSSSAVKAPFQVILLRALAFLACAFLLFTTLYGPSEPFTPGAALPPALPPGGNSSAASDNTTSQAEGWQQLLGLLPEHATEKLHEAWAFGQSHQTSI.... Result: 0 (no interaction). (2) The miRNA is hsa-miR-504-3p with sequence GGGAGUGCAGGGCAGGGUUUC. The protein sequence of the target gene is MPEDQAGAAMEEASPYSLLDICLNFLTTHLEKFCSARQDGTLCLQEPGVFPQEVADRLLRTMAFHGLLNDGTVGIFRGNQMRLKRACIRKAKISAVAFRKAFCHHKLVELDATGVNADITITDIISGLGSNKWIQQNLQCLVLNSLTLSLEDPYERCFSRLSGLRALSITNVLFYNEDLAEVASLPRLESLDISNTSITDITALLACKDRLKSLTMHHLKCLKMTTTQILDVVRELKHLNHLDISDDKQFTSDIALRLLEQKDILPNLVSLDVSGRKHVTDKAVEAFIQQRPSMQFVGLL.... Result: 1 (interaction). (3) The miRNA is hsa-miR-6893-3p with sequence CCCUGCUGCCUUCACCUGCCAG. The protein sequence of the target gene is MDLSAAAALCLWLLSACRPRDGLEAAAVLRAAGAGPVRSPGGGGGGGGGGRTLAQAAGAAAVPAAAVPRARAARRAAGSGFRNGSVVPHHFMMSLYRSLAGRAPAGAAAVSASGHGRADTITGFTDQATQDESAAETGQSFLFDVSSLNDADEVVGAELRVLRRGSPESGPGSWTSPPLLLLSTCPGAARAPRLLYSRAAEPLVGQRWEAFDVADAMRRHRREPRPPRAFCLLLRAVAGPVPSPLALRRLGFGWPGGGGSAAEERAVLVVSSRTQRKESLFREIRAQARALGAALASEPL.... Result: 0 (no interaction). (4) The miRNA is mmu-miR-15a-5p with sequence UAGCAGCACAUAAUGGUUUGUG. The protein sequence of the target gene is MALPVTALLLPLALLLHAARPSQFRVSPLDRTWNLGETVELKCQVLLSNPTSGCSWLFQPRGAAASPTFLLYLSQNKPKAAEGLDTQRFSGKRLGDTFVLTLSDFRRENEGYYFCSALSNSIMYFSHFVPVFLPAKPTTTPAPRPPTPAPTIASQPLSLRPEACRPAAGGAVHTRGLDFACDIYIWAPLAGTCGVLLLSLVITLYCNHRNRRRVCKCPRPVVKSGDKPSLSARYV. Result: 0 (no interaction). (5) Result: 0 (no interaction). The protein sequence of the target gene is MNLDSIHRLIEETQIFQMQQSSIKSRGDMVAPASPPRDTCNTCFPLHGLQSHAAHNFCAHSYNTNKWDICEELRLRELEEVKARAAQMEKTMRWWSDCTANWREKWSKVRAERNSAREEGRQLRIKLEMAMKELSTLKKKQSLPPQKEALEAKVTQDLKLPGFVEESCEHTDQFQLSSQMHESIREYLVKRQFSTKEDTNNKEQGVVIDSLKLSEEMKPNLDGVDLFNNGGSGNGETKTGLRLKAINLPLENEVTEISALQVHLDEFQKILWKEREMRTALEKEIERLESALSLWKWKYE.... The miRNA is hsa-miR-1273h-5p with sequence CUGGGAGGUCAAGGCUGCAGU. (6) The miRNA is hsa-miR-129-5p with sequence CUUUUUGCGGUCUGGGCUUGC. The protein sequence of the target gene is MTTSSIRRQMKNIVNNYSEAEIKVREATSNDPWGPSSSLMTEIADLTYNVVAFSEIMSMVWKRLNDHGKNWRHVYKALTLLDYLIKTGSERVAQQCRENIFAIQTLKDFQYIDRDGKDQGINVREKSKQLVALLKDEERLKAERAQALKTKERMAQVATGMGSNQITFGRGSSQPNLSTSHSEQEYGKAGGSPASYHGSPEASLCPQHRTGAPLGQSEELQPLSQRHPFLPHLGLASRPNGDWSQPCLTCDRAARATSPRVSSELEQARPQTSGEEELQLQLALAMSREVAEQEERLRRG.... Result: 1 (interaction). (7) The miRNA is hsa-miR-653-3p with sequence UUCACUGGAGUUUGUUUCAAUA. The protein sequence of the target gene is MAEAAPAPTSEWDSECLTSLQPLPLPTPPAANEAHLQTAAISLWTVVAAVQAIERKVEIHSRRLLHLEGRTGTAEKKLASCEKTVTELGNQLEGKWAVLGTLLQEYGLLQRRLENLENLLRNRNFWILRLPPGIKGDIPKVPVAFDDVSIYFSTPEWEKLEEWQKELYKNIMKGNYESLISMDYAINQPDVLSQIQPEGEHNTEDQAGPEESEIPTDPSEEPGISTSDILSWIKQEEEPQVGAPPESKESDVYKSTYADEELVIKAEGLARSSLCPEVPVPFSSPPAAAKDAFSDVAFKS.... Result: 1 (interaction). (8) Result: 1 (interaction). The protein sequence of the target gene is MASPGHILIVCVCLLSMASAEAPQEPDPFTYDYHTLRIGGLTIAGILFILGILIILSKRCRCKFNQQQRTGEPDEEEGTFRSSIRRLSTRRR. The miRNA is rno-miR-151-5p with sequence UCGAGGAGCUCACAGUCUAGU.